From a dataset of Forward reaction prediction with 1.9M reactions from USPTO patents (1976-2016). Predict the product of the given reaction. (1) The product is: [NH2:14][C:9]1[CH:10]=[CH:11][CH:12]=[C:13]2[C:8]=1[C:7](=[O:17])[C:6]1([NH:18][C:19]([C:21]3[CH:22]=[CH:23][C:24]4[N:25]([N:27]=[N:28][N:29]=4)[CH:26]=3)=[O:20])[C:5]3[CH:30]=[CH:31][C:32]([CH:34]([CH3:36])[CH3:35])=[CH:33][C:4]=3[O:3][C:2]12[OH:1]. Given the reactants [OH:1][C:2]12[C:13]3[C:8](=[C:9]([N+:14]([O-])=O)[CH:10]=[CH:11][CH:12]=3)[C:7](=[O:17])[C:6]1([NH:18][C:19]([C:21]1[CH:22]=[CH:23][C:24]3[N:25]([N:27]=[N:28][N:29]=3)[CH:26]=1)=[O:20])[C:5]1[CH:30]=[CH:31][C:32]([CH:34]([CH3:36])[CH3:35])=[CH:33][C:4]=1[O:3]2.C(O)C, predict the reaction product. (2) Given the reactants [C:1]([O:10][CH2:11][CH3:12])(=[O:9])[CH2:2][CH2:3][C:4]#[C:5][CH2:6][CH:7]=[CH2:8].[CH2:13](O)C=C, predict the reaction product. The product is: [C:1]([O:10][CH2:11][CH:12]=[CH2:13])(=[O:9])[CH2:2][CH2:3][C:4]#[C:5][CH2:6][CH:7]=[CH2:8].